This data is from CYP2C19 inhibition data for predicting drug metabolism from PubChem BioAssay. The task is: Regression/Classification. Given a drug SMILES string, predict its absorption, distribution, metabolism, or excretion properties. Task type varies by dataset: regression for continuous measurements (e.g., permeability, clearance, half-life) or binary classification for categorical outcomes (e.g., BBB penetration, CYP inhibition). Dataset: cyp2c19_veith. (1) The result is 0 (non-inhibitor). The compound is COc1ccc(N2C(=O)CCC(C(=O)O)C2c2ccc(F)cc2)cc1. (2) The molecule is O=[N+]([O-])c1ccc(N2CCOCC2)nc1. The result is 0 (non-inhibitor). (3) The molecule is O=C(N/N=C/c1c[nH]c2ccc(Br)cc12)c1ccn(Cc2ccc(Cl)cc2)n1. The result is 1 (inhibitor). (4) The compound is Cc1c(N2C(=O)/C(=C3/C(=O)N(C)c4ccccc43)SC2=S)c(=O)n(-c2ccccc2)n1C. The result is 1 (inhibitor). (5) The compound is CS(=O)(=O)Nc1cccc(-c2nc(-n3ccnc3)c3ccccc3n2)c1. The result is 1 (inhibitor).